This data is from Full USPTO retrosynthesis dataset with 1.9M reactions from patents (1976-2016). The task is: Predict the reactants needed to synthesize the given product. (1) Given the product [CH2:21]([C:20]([C:17]1[CH:18]=[CH:19][C:14]([C:11]2[N:10]=[CH:9][C:8]([CH2:7][C:6]([OH:41])=[O:5])=[CH:13][N:12]=2)=[C:15]([CH3:40])[CH:16]=1)([C:23]1[CH:28]=[CH:27][C:26](/[CH:29]=[CH:30]/[C:31]([CH2:32][CH3:33])([OH:34])[CH2:35][CH3:36])=[C:25]([CH3:37])[CH:24]=1)[CH2:38][CH3:39])[CH3:22], predict the reactants needed to synthesize it. The reactants are: [OH-].[Na+].C([O:5][C:6](=[O:41])[CH2:7][C:8]1[CH:9]=[N:10][C:11]([C:14]2[CH:19]=[CH:18][C:17]([C:20]([CH2:38][CH3:39])([C:23]3[CH:28]=[CH:27][C:26](/[CH:29]=[CH:30]/[C:31]([CH2:35][CH3:36])([OH:34])[CH2:32][CH3:33])=[C:25]([CH3:37])[CH:24]=3)[CH2:21][CH3:22])=[CH:16][C:15]=2[CH3:40])=[N:12][CH:13]=1)C. (2) Given the product [Cl:13][C:9]1[CH:8]=[C:7]([CH:12]=[CH:11][CH:10]=1)[C:6]([NH:5][CH2:4][C:3]1[CH:15]=[CH:16][C:17]([C:19]#[N:20])=[CH:18][C:2]=1[NH:1][CH2:22][CH2:23][OH:24])=[O:14], predict the reactants needed to synthesize it. The reactants are: [NH2:1][C:2]1[CH:18]=[C:17]([C:19]#[N:20])[CH:16]=[CH:15][C:3]=1[CH2:4][NH:5][C:6](=[O:14])[C:7]1[CH:12]=[CH:11][CH:10]=[C:9]([Cl:13])[CH:8]=1.Br[CH2:22][CH2:23][OH:24].